From a dataset of Full USPTO retrosynthesis dataset with 1.9M reactions from patents (1976-2016). Predict the reactants needed to synthesize the given product. (1) Given the product [C:14]1([C:5]2[C:4](=[O:3])[NH:35][NH:36][C:6]=2[C:7]2[CH:12]=[CH:11][CH:10]=[CH:9][CH:8]=2)[CH:19]=[CH:18][CH:17]=[CH:16][CH:15]=1, predict the reactants needed to synthesize it. The reactants are: C([O:3][C:4](=O)[CH:5]([C:14]1[CH:19]=[CH:18][CH:17]=[CH:16][CH:15]=1)[C:6](=O)[C:7]1[CH:12]=[CH:11][CH:10]=[CH:9][CH:8]=1)C.C(O)(=O)C1(CCC(C(O)=O)C1(C)C)C.[NH2:35][NH2:36]. (2) The reactants are: ClC(Cl)(Cl)[C:3]([NH:5][C:6]1[CH:11]=[CH:10][C:9]([C:12]([C:14]2[CH:15]=[C:16]3[C:21](=[CH:22][CH:23]=2)[N:20]=[CH:19][CH:18]=[CH:17]3)=[O:13])=[CH:8][C:7]=1[C:24](=O)[C:25]1[CH:30]=[CH:29][CH:28]=[C:27]([Cl:31])[CH:26]=1)=[O:4].C([O-])(=O)C.[NH4+:39]. Given the product [Cl:31][C:27]1[CH:26]=[C:25]([C:24]2[C:7]3[C:6](=[CH:11][CH:10]=[C:9]([C:12]([C:14]4[CH:15]=[C:16]5[C:21](=[CH:22][CH:23]=4)[N:20]=[CH:19][CH:18]=[CH:17]5)=[O:13])[CH:8]=3)[NH:5][C:3](=[O:4])[N:39]=2)[CH:30]=[CH:29][CH:28]=1, predict the reactants needed to synthesize it.